From a dataset of Experimentally validated miRNA-target interactions with 360,000+ pairs, plus equal number of negative samples. Binary Classification. Given a miRNA mature sequence and a target amino acid sequence, predict their likelihood of interaction. (1) The miRNA is hsa-miR-6733-3p with sequence UCAGUGUCUGGAUUUCCUAG. The protein sequence of the target gene is MHGSCSFLMLLLPLLLLLVATTGPVGALTDEEKRLMVELHNLYRAQVSPTASDMLHMRWDEELAAFAKAYARQCVWGHNKERGRRGENLFAITDEGMDVPLAMEEWHHEREHYNLSAATCSPGQMCGHYTQVVWAKTERIGCGSHFCEKLQGVEETNIELLVCNYEPPGNVKGKRPYQEGTPCSQCPSGYHCKNSLCEPIGSPEDAQDLPYLVTEAPSFRATEASDSRKMGTPSSLATGIPAFLVTEVSGSLATKALPAVETQAPTSLATKDPPSMATEAPPCVTTEVPSILAAHSLPSL.... Result: 0 (no interaction). (2) The miRNA is mmu-miR-380-3p with sequence UAUGUAGUAUGGUCCACAUCUU. The protein sequence of the target gene is MAAAVSGVVRRVEELGDLAQAHIQHLSEAAGEDDHFLIRASAALEKLKLLCGEEKECSNPSNLLELYTQAILDMTYFEENKLVDEDFPEDCSPQKVKELLAFLSEPEILAKESNMHPKLCGLLGAELLECLSWRRGALLYMYCHSLTKRREWLLRKSNLLQKYLVDGINYLLQMLNYRCPVQLNEGVSFQDLDTAKLLSTGVFSDIHVLAMMYSGEMCYWGLKHCTDQQSENHEVDTDVFGASCTTHKETLDFREVGEKILKKYVSVCEGPLKEQEWNTANAKQILSFFQQRCS. Result: 1 (interaction). (3) The miRNA is hsa-miR-8053 with sequence UGGCGAUUUUGGAACUCAAUGGCA. The protein sequence of the target gene is MAAPAPGLISVFSSSQELGAALAQLVAQRAACCLAGARARFALGLSGGSLVSMLARELPAAVAPAGPASLARWTLGFCDERLVPFDHAESTYGLYRTHLLSRLPIPESQVITINPELPVEEAAEDYAKKLRQAFQGDSIPVFDLLILGVGPDGHTCSLFPDHPLLQEREKIVAPISDSPKPPPQRVTLTLPVLNAARTVIFVATGEGKAAVLKRILEDQEENPLPAALVQPHTGKLCWFLDEAAARLLTVPFEKHSTL. Result: 0 (no interaction). (4) The miRNA is hsa-miR-548b-5p with sequence AAAAGUAAUUGUGGUUUUGGCC. The protein sequence of the target gene is MRERSQDSQAGLTLYVGLFGHLGMLHRTKYSRFRNESITSLDEGSPGGSVGNKGSSPPPYPALAPHLPTEDATVSSQESPTALCTLIPRMASMKLANPITFLGLKTFCLGTKQVSRLKLQENQDQTPSRPASPESNLNRTGPAPAPDPDQVGRRPTSLRPDTCPLPGPGEPSPRSKQDGPPLQHLLGNGLNYCVRYMGCIEVLQSMRSLDFGMRTQVTREAISRLCEAVPGAHGAIKKRKAPVKFLTTVLGKSNLQFSGMNIKLTVSTSSLTLMNLDNQQIIANHQMQSISFASGGDPDT.... Result: 0 (no interaction). (5) The miRNA is mmu-miR-5106 with sequence AGGUCUGUAGCUCAGUUGGCAGA. The protein sequence of the target gene is MRTLEDSSGTVLHRLIQEQLRYGNLTETRTLLAIQQQALRGGAGAGGTGSPQASLEIGAPEDSQVLQQATRQEPQGQEHQGGETHLAENRLYRLCPQPSKGEELPTYEEAKAHSQYYAAQQAGSRPHVGDRDPRGGVSGGGRRQDEALRELRHGHVRSLSERLLQLSLERNGARVPSHMSSSHSFPQLARSQQGPQPRGPPAEGPEPRGPPPQYPHAVMAQETAAVTDPRYRPRSSPHFQHAEVRILQAQVPPVFLQQQQYQYLPQPQEHSPPLHPAALGHGPPSSFGPPAVEGPPSAQA.... Result: 0 (no interaction). (6) The miRNA is hsa-miR-27a-3p with sequence UUCACAGUGGCUAAGUUCCGC. The protein sequence of the target gene is MMSIRQRREIRATEVSEDFPAQEENVKLENKLPSGCTSRRLWKILSLTIGGTIALCIGLLTSVYLATLHENDLWFSNIKEVEREISFRTECGLYYSYYKQMLQAPTLVQGFHGLIYDNKTESMKTINLLQRMNIYQEVFLSILYRVLPIQKYLEPVYFYIYTLFGLQAIYVTALYITSWLLSGTWLSGLLAAFWYVTNRIDTTRVEFTIPLRENWALPFFAIQIAAITYFLRPNLQPLSERLTLLAIFISTFLFSLTWQFNQFMMLMQALVLFTLDSLDMLPAVKATWLYGIQITSLLLV.... Result: 1 (interaction).